This data is from Forward reaction prediction with 1.9M reactions from USPTO patents (1976-2016). The task is: Predict the product of the given reaction. (1) Given the reactants [CH3:1][N:2]1[C:6](/[CH:7]=[CH:8]/[C:9]([O:11]CC)=[O:10])=[CH:5][C:4]([O:14][CH2:15][C:16]2[C:17]([CH3:31])=[N:18][N:19]([C:21]3[CH:26]=[CH:25][C:24]([C:27]([F:30])([F:29])[F:28])=[CH:23][N:22]=3)[CH:20]=2)=[N:3]1, predict the reaction product. The product is: [CH3:1][N:2]1[C:6]([CH2:7][CH2:8][C:9]([OH:11])=[O:10])=[CH:5][C:4]([O:14][CH2:15][C:16]2[C:17]([CH3:31])=[N:18][N:19]([C:21]3[CH:26]=[CH:25][C:24]([C:27]([F:28])([F:29])[F:30])=[CH:23][N:22]=3)[CH:20]=2)=[N:3]1. (2) Given the reactants [CH:1]1([N:4]([CH:14]2[CH2:19][CH2:18][NH:17][CH2:16][CH2:15]2)[S:5]([C:8]2[CH:13]=[CH:12][CH:11]=[CH:10][CH:9]=2)(=[O:7])=[O:6])[CH2:3][CH2:2]1.C(N(CC)CC)C.Br[CH2:28][C:29]1[CH:34]=[CH:33][C:32]([CH:35]([CH3:37])[CH3:36])=[CH:31][CH:30]=1, predict the reaction product. The product is: [CH:1]1([N:4]([CH:14]2[CH2:19][CH2:18][N:17]([CH2:28][C:29]3[CH:34]=[CH:33][C:32]([CH:35]([CH3:37])[CH3:36])=[CH:31][CH:30]=3)[CH2:16][CH2:15]2)[S:5]([C:8]2[CH:13]=[CH:12][CH:11]=[CH:10][CH:9]=2)(=[O:6])=[O:7])[CH2:3][CH2:2]1. (3) Given the reactants [CH3:1][O:2][CH:3]([O:15][CH3:16])[C:4]1[CH:5]=[C:6]([CH:8]=[C:9]([C:11]([F:14])([F:13])[F:12])[CH:10]=1)[NH2:7].C(N(CC)CC)C.[CH3:24][C:25]([O:28][C:29](O[C:29]([O:28][C:25]([CH3:27])([CH3:26])[CH3:24])=[O:30])=[O:30])([CH3:27])[CH3:26], predict the reaction product. The product is: [CH3:16][O:15][CH:3]([O:2][CH3:1])[C:4]1[CH:5]=[C:6]([NH:7][C:29](=[O:30])[O:28][C:25]([CH3:27])([CH3:26])[CH3:24])[CH:8]=[C:9]([C:11]([F:12])([F:13])[F:14])[CH:10]=1.